This data is from Full USPTO retrosynthesis dataset with 1.9M reactions from patents (1976-2016). The task is: Predict the reactants needed to synthesize the given product. (1) Given the product [ClH:47].[CH:17]1([N:14]2[CH2:13][CH2:12][C:11]([S:20]([C:23]3[CH:24]=[CH:25][C:26]([C:29]4[CH:34]=[CH:33][C:32]([CH2:35][CH2:36][C:37]([F:43])([F:42])[C:38]([F:39])([F:40])[F:41])=[CH:31][CH:30]=4)=[CH:27][CH:28]=3)(=[O:22])=[O:21])([C:9]([NH:8][OH:7])=[O:10])[CH2:16][CH2:15]2)[CH2:18][CH2:19]1, predict the reactants needed to synthesize it. The reactants are: O1CCCCC1[O:7][NH:8][C:9]([C:11]1([S:20]([C:23]2[CH:28]=[CH:27][C:26]([C:29]3[CH:34]=[CH:33][C:32]([CH2:35][CH2:36][C:37]([F:43])([F:42])[C:38]([F:41])([F:40])[F:39])=[CH:31][CH:30]=3)=[CH:25][CH:24]=2)(=[O:22])=[O:21])[CH2:16][CH2:15][N:14]([CH:17]2[CH2:19][CH2:18]2)[CH2:13][CH2:12]1)=[O:10].C(O)C.[ClH:47]. (2) Given the product [OH:15][CH2:14][CH2:13][S:12][CH2:2][CH2:3][NH:4][C:5](=[O:11])[O:6][C:7]([CH3:10])([CH3:9])[CH3:8], predict the reactants needed to synthesize it. The reactants are: Br[CH2:2][CH2:3][NH:4][C:5](=[O:11])[O:6][C:7]([CH3:10])([CH3:9])[CH3:8].[SH:12][CH2:13][CH2:14][OH:15].C[O-].[Na+]. (3) The reactants are: FC(F)(F)C(O)=O.[F:8][C:9]1[C:10]([C:32]2[CH:37]=[CH:36][C:35]([O:38][CH:39]3[CH2:42][O:41][CH2:40]3)=[CH:34][CH:33]=2)=[CH:11][C:12](=[O:31])[N:13]([CH2:15][CH2:16][C@@:17]([S:27]([CH3:30])(=[O:29])=[O:28])([NH:19][O:20]C2CCCCO2)[CH3:18])[CH:14]=1. Given the product [F:8][C:9]1[C:10]([C:32]2[CH:37]=[CH:36][C:35]([O:38][CH:39]3[CH2:40][O:41][CH2:42]3)=[CH:34][CH:33]=2)=[CH:11][C:12](=[O:31])[N:13]([CH2:15][CH2:16][C@:17]([NH:19][OH:20])([S:27]([CH3:30])(=[O:29])=[O:28])[CH3:18])[CH:14]=1, predict the reactants needed to synthesize it. (4) Given the product [C:22]([O:21][C:19](=[O:20])[NH:18][CH2:17][CH2:16][CH2:15][CH2:14][C@H:10]([NH:9][C:7](=[O:8])[C:6]1[CH:26]=[CH:27][CH:28]=[C:4]([N:1]=[N+:2]=[N-:3])[CH:5]=1)[C:11](=[O:13])[CH:46]=[N+:44]=[N-:45])([CH3:25])([CH3:24])[CH3:23], predict the reactants needed to synthesize it. The reactants are: [N:1]([C:4]1[CH:5]=[C:6]([CH:26]=[CH:27][CH:28]=1)[C:7]([NH:9][C@@H:10]([CH2:14][CH2:15][CH2:16][CH2:17][NH:18][C:19]([O:21][C:22]([CH3:25])([CH3:24])[CH3:23])=[O:20])[C:11]([OH:13])=O)=[O:8])=[N+:2]=[N-:3].CN1CCOCC1.ClC(OCC(C)C)=O.[N+:44](=[CH2:46])=[N-:45]. (5) Given the product [F:1][C:2]1[CH:7]=[CH:6][CH:5]=[CH:4][C:3]=1[C:8]1[CH:13]=[CH:12][C:11]([O:14][CH2:15][C:16]2[CH:17]=[CH:18][C:19]([C:22]3[CH:23]=[CH:24][C:25]([C:28]4[NH:38][N:37]=[N:36][N:29]=4)=[N:26][CH:27]=3)=[CH:20][CH:21]=2)=[CH:10][C:9]=1[C:30]([F:33])([F:31])[F:32], predict the reactants needed to synthesize it. The reactants are: [F:1][C:2]1[CH:7]=[CH:6][CH:5]=[CH:4][C:3]=1[C:8]1[CH:13]=[CH:12][C:11]([O:14][CH2:15][C:16]2[CH:21]=[CH:20][C:19]([C:22]3[CH:23]=[CH:24][C:25]([C:28]#[N:29])=[N:26][CH:27]=3)=[CH:18][CH:17]=2)=[CH:10][C:9]=1[C:30]([F:33])([F:32])[F:31].[NH4+].[Cl-].[N-:36]=[N+:37]=[N-:38].[Na+]. (6) Given the product [CH:1]1[C:10]2[CH2:9][CH2:8][CH2:7][CH:6]([NH2:11])[C:5]=2[CH:4]=[CH:3][N:2]=1, predict the reactants needed to synthesize it. The reactants are: [CH:1]1[C:10]2[CH2:9][CH2:8][CH2:7]/[C:6](=[N:11]/O)/[C:5]=2[CH:4]=[CH:3][N:2]=1. (7) Given the product [CH2:43]([N:45]1[CH2:50][CH2:49][N:48]([CH2:15][CH2:16][O:17][C:18]2[CH:23]=[CH:22][C:21]([CH:24]3[CH2:25][CH2:26][N:27]([C:30]4[CH2:31][CH2:32][C:33]5[N:34]([C:36]([C:39]([F:41])([F:40])[F:42])=[N:37][N:38]=5)[N:35]=4)[CH2:28][CH2:29]3)=[CH:20][CH:19]=2)[CH2:47][C:46]1=[O:51])[CH3:44], predict the reactants needed to synthesize it. The reactants are: CCN(C(C)C)C(C)C.CS(O[CH2:15][CH2:16][O:17][C:18]1[CH:23]=[CH:22][C:21]([CH:24]2[CH2:29][CH2:28][N:27]([C:30]3[CH2:31][CH2:32][C:33]4[N:34]([C:36]([C:39]([F:42])([F:41])[F:40])=[N:37][N:38]=4)[N:35]=3)[CH2:26][CH2:25]2)=[CH:20][CH:19]=1)(=O)=O.[CH2:43]([N:45]1[CH2:50][CH2:49][NH:48][CH2:47][C:46]1=[O:51])[CH3:44]. (8) The reactants are: C1(P(=O)(C2C=CC=CC=2)C2C=CC=CC=2)C=CC=CC=1.FC(F)(F)S(OS(C(F)(F)F)(=O)=O)(=O)=O.[CH3:36][C:37]1[CH:45]=[CH:44][C:43]([NH:46][S:47]([C:50]2[S:51][CH:52]=[CH:53][CH:54]=2)(=[O:49])=[O:48])=[C:42]2[C:38]=1[CH:39]=[C:40]([C:55]([NH:57][CH2:58][CH2:59][S:60]C(C1C=CC=CC=1)(C1C=CC=CC=1)C1C=CC=CC=1)=O)[NH:41]2.C(=O)([O-])O.[Na+]. Given the product [S:60]1[CH2:59][CH2:58][N:57]=[C:55]1[C:40]1[NH:41][C:42]2[C:38]([CH:39]=1)=[C:37]([CH3:36])[CH:45]=[CH:44][C:43]=2[NH:46][S:47]([C:50]1[S:51][CH:52]=[CH:53][CH:54]=1)(=[O:49])=[O:48], predict the reactants needed to synthesize it. (9) The reactants are: [CH2:1]([CH:5]1[CH2:9][N:8]([CH:10]2[CH2:15][CH2:14][O:13][CH2:12][CH2:11]2)[C:7](=[O:16])[N:6]1[CH:17]1[CH2:22][CH2:21][NH:20][CH2:19][CH2:18]1)[CH2:2][CH2:3][CH3:4].[CH3:23][O:24][C:25](=[O:42])[C:26]1[CH:31]=[CH:30][C:29]([S:32][C:33]2[CH:38]=[CH:37][C:36]([CH:39]=O)=[C:35]([CH3:41])[N:34]=2)=[CH:28][CH:27]=1.C(O[BH-](OC(=O)C)OC(=O)C)(=O)C.[Na+]. Given the product [CH3:23][O:24][C:25](=[O:42])[C:26]1[CH:31]=[CH:30][C:29]([S:32][C:33]2[CH:38]=[CH:37][C:36]([CH2:39][N:20]3[CH2:19][CH2:18][CH:17]([N:6]4[CH:5]([CH2:1][CH2:2][CH2:3][CH3:4])[CH2:9][N:8]([CH:10]5[CH2:11][CH2:12][O:13][CH2:14][CH2:15]5)[C:7]4=[O:16])[CH2:22][CH2:21]3)=[C:35]([CH3:41])[N:34]=2)=[CH:28][CH:27]=1, predict the reactants needed to synthesize it. (10) Given the product [CH3:27][N:17]1[CH2:16][CH:15]([C:18]2[CH:19]=[CH:20][CH:21]=[CH:22][CH:23]=2)[C:3]2([CH2:7][N:6]([C:8]([O:10][C:11]([CH3:14])([CH3:13])[CH3:12])=[O:9])[CH2:5][CH2:4]2)[C:2]1=[O:1], predict the reactants needed to synthesize it. The reactants are: [O:1]=[C:2]1[NH:17][CH2:16][CH:15]([C:18]2[CH:23]=[CH:22][CH:21]=[CH:20][CH:19]=2)[C:3]21[CH2:7][N:6]([C:8]([O:10][C:11]([CH3:14])([CH3:13])[CH3:12])=[O:9])[CH2:5][CH2:4]2.[H-].[Na+].I[CH3:27].